From a dataset of CYP2C9 inhibition data for predicting drug metabolism from PubChem BioAssay. Regression/Classification. Given a drug SMILES string, predict its absorption, distribution, metabolism, or excretion properties. Task type varies by dataset: regression for continuous measurements (e.g., permeability, clearance, half-life) or binary classification for categorical outcomes (e.g., BBB penetration, CYP inhibition). Dataset: cyp2c9_veith. (1) The drug is COc1ccc(Nc2ncnc3sc(-c4ccccc4)cc23)cc1. The result is 1 (inhibitor). (2) The compound is CCCCNc1cc(C(=O)O)cc(S(N)(=O)=O)c1Oc1ccccc1. The result is 0 (non-inhibitor). (3) The drug is Cc1ccc(-c2ccc(/C=N/N3C(=O)C4C5C=CC(C6CC56)C4C3=O)o2)c([N+](=O)[O-])c1. The result is 1 (inhibitor). (4) The molecule is Cc1ccc(S(=O)(=O)N2CCN(Cc3ccccc3C(F)(F)F)CC2)cc1. The result is 1 (inhibitor). (5) The compound is O=S(=O)(NCCNC/C=C\c1ccc(Br)cc1)c1cccc2cnccc12. The result is 0 (non-inhibitor).